This data is from Full USPTO retrosynthesis dataset with 1.9M reactions from patents (1976-2016). The task is: Predict the reactants needed to synthesize the given product. Given the product [CH3:10][C:8]1([CH3:11])[O:9][CH:5]([CH2:4][NH2:1])[CH2:6][CH2:7]1, predict the reactants needed to synthesize it. The reactants are: [N:1]([CH2:4][CH:5]1[O:9][C:8]([CH3:11])([CH3:10])[CH2:7][CH2:6]1)=[N+]=[N-].C1(P(C2C=CC=CC=2)C2C=CC=CC=2)C=CC=CC=1.O.